Dataset: Forward reaction prediction with 1.9M reactions from USPTO patents (1976-2016). Task: Predict the product of the given reaction. (1) Given the reactants [CH3:1][C:2]([CH3:12])=[CH:3][CH2:4][C:5]1[CH:10]=[CH:9][C:8]([OH:11])=[CH:7][CH:6]=1.O.CS(O)(=O)=O, predict the reaction product. The product is: [CH2:4]([C@@H:5]1[CH2:6][CH2:7][C@H:8]([OH:11])[CH2:9][CH2:10]1)[CH2:3][CH:2]([CH3:12])[CH3:1].[CH2:4]([C@H:5]1[CH2:6][CH2:7][C@H:8]([OH:11])[CH2:9][CH2:10]1)[CH2:3][CH:2]([CH3:12])[CH3:1]. (2) Given the reactants [CH:1]([O:4][C:5]1[CH:14]=[C:13]([C:15]([F:18])([F:17])[F:16])[C:12]2[C:7](=[CH:8][CH:9]=[C:10]([C:19](O)=[O:20])[CH:11]=2)[N:6]=1)([CH3:3])[CH3:2].CN1C2C=CC(C(Cl)=O)=CC=2OC1=O.Br[CH2:37][C:38]1[CH:53]=[CH:52][C:41]([O:42][C:43]2[CH:50]=[CH:49][C:46]([C:47]#[N:48])=[C:45]([Cl:51])[CH:44]=2)=[CH:40][C:39]=1[Cl:54], predict the reaction product. The product is: [Cl:51][C:45]1[CH:44]=[C:43]([O:42][C:41]2[CH:52]=[CH:53][C:38]([CH2:37][C:19]([C:10]3[CH:11]=[C:12]4[C:7](=[CH:8][CH:9]=3)[N:6]=[C:5]([O:4][CH:1]([CH3:2])[CH3:3])[CH:14]=[C:13]4[C:15]([F:16])([F:17])[F:18])=[O:20])=[C:39]([Cl:54])[CH:40]=2)[CH:50]=[CH:49][C:46]=1[C:47]#[N:48].